Dataset: Forward reaction prediction with 1.9M reactions from USPTO patents (1976-2016). Task: Predict the product of the given reaction. (1) Given the reactants Cl[C:2]1[C:3]2[C:10]([C:11]3[CH:16]=[CH:15][C:14]([O:17][CH3:18])=[CH:13][CH:12]=3)=[C:9]([C:19]3[CH:24]=[CH:23][CH:22]=[CH:21][CH:20]=3)[O:8][C:4]=2[N:5]=[CH:6][N:7]=1.[NH2:25][C:26]1[CH:27]=[C:28]([CH:36]=[CH:37][CH:38]=1)/[CH:29]=[CH:30]/[C:31]([O:33][CH2:34][CH3:35])=[O:32], predict the reaction product. The product is: [CH2:34]([O:33][C:31](=[O:32])/[CH:30]=[CH:29]/[C:28]1[CH:36]=[CH:37][CH:38]=[C:26]([NH:25][C:2]2[C:3]3[C:10]([C:11]4[CH:16]=[CH:15][C:14]([O:17][CH3:18])=[CH:13][CH:12]=4)=[C:9]([C:19]4[CH:20]=[CH:21][CH:22]=[CH:23][CH:24]=4)[O:8][C:4]=3[N:5]=[CH:6][N:7]=2)[CH:27]=1)[CH3:35]. (2) Given the reactants [C:1]([O:5][C:6]([N:8]1[C@H:13]([C:14]([OH:16])=O)[CH2:12][C@H:11]2[C@@H:9]1[CH2:10]2)=[O:7])([CH3:4])([CH3:3])[CH3:2].[Cl:17][C:18]1[CH:19]=[CH:20][C:21]([N:26]2[CH:30]=[N:29][N:28]=[N:27]2)=[C:22]([CH:25]=1)[CH2:23][NH2:24].C1C=CC2N(O)N=NC=2C=1.C(Cl)CCl, predict the reaction product. The product is: [C:1]([O:5][C:6]([N:8]1[C@H:13]([C:14](=[O:16])[NH:24][CH2:23][C:22]2[CH:25]=[C:18]([Cl:17])[CH:19]=[CH:20][C:21]=2[N:26]2[CH:30]=[N:29][N:28]=[N:27]2)[CH2:12][C@H:11]2[C@@H:9]1[CH2:10]2)=[O:7])([CH3:2])([CH3:3])[CH3:4].